Dataset: Catalyst prediction with 721,799 reactions and 888 catalyst types from USPTO. Task: Predict which catalyst facilitates the given reaction. (1) Reactant: [CH2:1]([O:7][C:8]1[CH:15]=[CH:14][C:11]([CH:12]=O)=[CH:10][CH:9]=1)[CH2:2][CH2:3][CH2:4][CH2:5][CH3:6].[CH3:16][O:17][C:18](=[O:39])[CH:19]=P(C1C=CC=CC=1)(C1C=CC=CC=1)C1C=CC=CC=1. Product: [CH3:16][O:17][C:18](=[O:39])/[CH:19]=[CH:12]/[C:11]1[CH:14]=[CH:15][C:8]([O:7][CH2:1][CH2:2][CH2:3][CH2:4][CH2:5][CH3:6])=[CH:9][CH:10]=1. The catalyst class is: 4. (2) Reactant: [OH-].[Li+].[Cl:3][C:4]1[CH:30]=[CH:29][CH:28]=[C:27]([Cl:31])[C:5]=1[C:6]([NH:8][C@H:9]([C:23]([O:25]C)=[O:24])[CH2:10][C:11]1[CH:16]=[CH:15][C:14]([CH:17]2[CH2:22][CH2:21][O:20][CH2:19][CH2:18]2)=[CH:13][CH:12]=1)=[O:7].C(#N)C. Product: [Cl:3][C:4]1[CH:30]=[CH:29][CH:28]=[C:27]([Cl:31])[C:5]=1[C:6]([NH:8][C@H:9]([C:23]([OH:25])=[O:24])[CH2:10][C:11]1[CH:12]=[CH:13][C:14]([CH:17]2[CH2:22][CH2:21][O:20][CH2:19][CH2:18]2)=[CH:15][CH:16]=1)=[O:7]. The catalyst class is: 72. (3) The catalyst class is: 43. Product: [OH:1][CH2:2][CH:3]([CH:8]1[C:12]2[CH:13]=[CH:14][C:15]([OH:17])=[CH:16][C:11]=2[O:10][CH2:9]1)[C:4]([O:6][CH3:7])=[O:5]. Reactant: [OH:1][CH2:2][CH:3]([C:8]1[C:12]2[CH:13]=[CH:14][C:15]([O:17]CC3C=CC(OC)=CC=3)=[CH:16][C:11]=2[O:10][CH:9]=1)[C:4]([O:6][CH3:7])=[O:5]. (4) Reactant: Cl.[NH2:2][CH2:3][C@@H:4]([CH:6]1[CH2:14][C:13]2[C:8](=[CH:9][CH:10]=[C:11]([Br:15])[CH:12]=2)[NH:7]1)[OH:5].Cl[CH:17](Cl)[CH:18]=[N:19][NH:20]S(C1C=CC(C)=CC=1)(=O)=O.CCN(CC)CC. Product: [Br:15][C:11]1[CH:12]=[C:13]2[C:8](=[CH:9][CH:10]=1)[NH:7][CH:6]([C@@H:4]([OH:5])[CH2:3][N:2]1[CH:17]=[CH:18][N:19]=[N:20]1)[CH2:14]2. The catalyst class is: 5. (5) Product: [CH3:18][CH:13]1[CH2:12][C:11]2[C:15](=[CH:16][CH:17]=[C:9]([C:3]([O:8][Si:32]([CH2:37][CH3:38])([CH2:35][CH3:36])[CH2:33][CH3:34])([C:2]([F:1])([F:19])[F:20])[C:4]([F:7])([F:6])[F:5])[CH:10]=2)[NH:14]1. The catalyst class is: 3. Reactant: [F:1][C:2]([F:20])([F:19])[C:3]([C:9]1[CH:10]=[C:11]2[C:15](=[CH:16][CH:17]=1)[NH:14][CH:13]([CH3:18])[CH2:12]2)([OH:8])[C:4]([F:7])([F:6])[F:5].C1CCN2C(=NCCC2)CC1.[Si:32](Cl)([CH2:37][CH3:38])([CH2:35][CH3:36])[CH2:33][CH3:34].